Dataset: Forward reaction prediction with 1.9M reactions from USPTO patents (1976-2016). Task: Predict the product of the given reaction. (1) Given the reactants [Cl:1][C:2]1[N:10]=[C:9]2[C:5]([N:6]=[CH:7][N:8]2[CH:11]2[CH2:15][CH2:14][CH2:13][CH2:12]2)=[C:4](Cl)[N:3]=1.[CH:17]1([CH:20]([NH2:28])[C:21]2[CH:26]=[CH:25][C:24]([Cl:27])=[CH:23][CH:22]=2)[CH2:19][CH2:18]1, predict the reaction product. The product is: [Cl:1][C:2]1[N:10]=[C:9]2[C:5]([N:6]=[CH:7][N:8]2[CH:11]2[CH2:15][CH2:14][CH2:13][CH2:12]2)=[C:4]([NH:28][CH:20]([CH:17]2[CH2:18][CH2:19]2)[C:21]2[CH:26]=[CH:25][C:24]([Cl:27])=[CH:23][CH:22]=2)[N:3]=1. (2) Given the reactants C([O:8][C:9]1[C:24](=[O:25])[N:13]2[CH2:14][CH2:15][O:16][CH2:17][C:18]3([CH2:23][CH2:22][O:21][CH2:20][CH2:19]3)[C:12]2=[N:11][C:10]=1[C:26]([NH:28][CH2:29][C:30]1[CH:35]=[CH:34][C:33]([F:36])=[CH:32][C:31]=1[N:37]1[C:41](=[O:42])[N:40]([CH3:43])[CH:39]=[N:38]1)=[O:27])C1C=CC=CC=1.[H][H], predict the reaction product. The product is: [F:36][C:33]1[CH:34]=[CH:35][C:30]([CH2:29][NH:28][C:26]([C:10]2[N:11]=[C:12]3[C:18]4([CH2:19][CH2:20][O:21][CH2:22][CH2:23]4)[CH2:17][O:16][CH2:15][CH2:14][N:13]3[C:24](=[O:25])[C:9]=2[OH:8])=[O:27])=[C:31]([N:37]2[C:41](=[O:42])[N:40]([CH3:43])[CH:39]=[N:38]2)[CH:32]=1. (3) Given the reactants [Cl:1][C:2]1[CH:7]=[CH:6][C:5]([C@@H:8]([NH:13][S@@:14]([C:16]([CH3:19])([CH3:18])[CH3:17])=[O:15])[CH2:9][C:10](O)=[O:11])=[C:4]([F:20])[C:3]=1[O:21][C:22]1[CH:27]=[CH:26][CH:25]=[CH:24][CH:23]=1.B, predict the reaction product. The product is: [Cl:1][C:2]1[CH:7]=[CH:6][C:5]([C@@H:8]([NH:13][S@@:14]([C:16]([CH3:19])([CH3:18])[CH3:17])=[O:15])[CH2:9][CH2:10][OH:11])=[C:4]([F:20])[C:3]=1[O:21][C:22]1[CH:23]=[CH:24][CH:25]=[CH:26][CH:27]=1. (4) Given the reactants [CH:1]1[C:6]([C@@H:7]2[O:16]C3C=C(O)C=[C:11](O)[C:10]=3[CH2:9][C@@H:8]2[OH:19])=[CH:5][C:4]([OH:20])=[C:3]([OH:21])[CH:2]=1.[C:22]([OH:33])(=[O:32])C1C=C(O)C(O)=C(O)C=1.[OH:34]O, predict the reaction product. The product is: [CH:11]1[C:1]2[C:6](=[C:5]([OH:34])[C:4]([OH:20])=[C:3]([OH:21])[CH:2]=2)[C:7](=[O:16])[C:8]([OH:19])=[C:9]([C:22]([OH:33])=[O:32])[CH:10]=1. (5) Given the reactants [F:1][C:2]([F:24])([F:23])[C:3]1[CH:8]=[CH:7][C:6]([C:9]2[O:13][N:12]=[C:11]([CH:14]3[CH2:17][C:16]4([CH2:22][CH2:21][NH:20][CH2:19][CH2:18]4)[CH2:15]3)[N:10]=2)=[CH:5][CH:4]=1.CCN(C(C)C)C(C)C.[CH3:34][C:35]1[C:39]([CH3:40])=[C:38]([NH:41][C:42](=O)[O:43]C2C=CC=CC=2)[O:37][N:36]=1, predict the reaction product. The product is: [CH3:34][C:35]1[C:39]([CH3:40])=[C:38]([NH:41][C:42]([N:20]2[CH2:19][CH2:18][C:16]3([CH2:17][CH:14]([C:11]4[N:10]=[C:9]([C:6]5[CH:7]=[CH:8][C:3]([C:2]([F:23])([F:1])[F:24])=[CH:4][CH:5]=5)[O:13][N:12]=4)[CH2:15]3)[CH2:22][CH2:21]2)=[O:43])[O:37][N:36]=1. (6) Given the reactants [CH2:1]([O:5][C:6]1[CH:31]=[CH:30][C:9]([C:10]([NH:12][NH:13][C:14](=O)[C:15]2[CH:20]=[CH:19][C:18]([N:21]3[CH2:25][CH2:24][CH:23]([N:26]([CH3:28])[CH3:27])[CH2:22]3)=[CH:17][CH:16]=2)=O)=[CH:8][CH:7]=1)[CH2:2][CH2:3][CH3:4].COC1C=CC(P2(SP(C3C=CC(OC)=CC=3)(=S)S2)=[S:41])=CC=1, predict the reaction product. The product is: [CH2:1]([O:5][C:6]1[CH:31]=[CH:30][C:9]([C:10]2[S:41][C:14]([C:15]3[CH:20]=[CH:19][C:18]([N:21]4[CH2:25][CH2:24][CH:23]([N:26]([CH3:28])[CH3:27])[CH2:22]4)=[CH:17][CH:16]=3)=[N:13][N:12]=2)=[CH:8][CH:7]=1)[CH2:2][CH2:3][CH3:4].